Dataset: Full USPTO retrosynthesis dataset with 1.9M reactions from patents (1976-2016). Task: Predict the reactants needed to synthesize the given product. (1) Given the product [CH2:1]([O:5][C:6]1[C:7]2[C:14]([CH2:15][CH:16]=[CH:17][C:18]([NH2:20])=[O:19])=[CH:13][NH:12][C:8]=2[N:9]=[CH:10][N:11]=1)[CH:2]([CH3:4])[CH3:3], predict the reactants needed to synthesize it. The reactants are: [CH2:1]([O:5][C:6]1[C:7]2[C:14]([CH2:15][CH:16]=[CH:17][C:18]([NH2:20])=[O:19])=[CH:13][N:12](S(C3C=CC(C)=CC=3)(=O)=O)[C:8]=2[N:9]=[CH:10][N:11]=1)[CH:2]([CH3:4])[CH3:3].[OH-].[Li+].C(O)(=O)CC(CC(O)=O)(C(O)=O)O. (2) The reactants are: [Cl:1][C:2]1[CH:3]=[CH:4][C:5]([O:41][CH:42]([F:44])[F:43])=[C:6]([C:8]2[C:12]([NH:13][C:14]([C:16]3[CH:17]=[N:18][N:19]4[CH:24]=[CH:23][CH:22]=[N:21][C:20]=34)=[O:15])=[CH:11][N:10]([CH2:25][C:26]([N:28]3[CH2:33][CH2:32][CH:31]([NH:34][CH2:35][C:36]([O:38]CC)=[O:37])[CH2:30][CH2:29]3)=[O:27])[N:9]=2)[CH:7]=1.[OH-].[K+]. Given the product [Cl:1][C:2]1[CH:3]=[CH:4][C:5]([O:41][CH:42]([F:43])[F:44])=[C:6]([C:8]2[C:12]([NH:13][C:14]([C:16]3[CH:17]=[N:18][N:19]4[CH:24]=[CH:23][CH:22]=[N:21][C:20]=34)=[O:15])=[CH:11][N:10]([CH2:25][C:26]([N:28]3[CH2:33][CH2:32][CH:31]([NH:34][CH2:35][C:36]([OH:38])=[O:37])[CH2:30][CH2:29]3)=[O:27])[N:9]=2)[CH:7]=1, predict the reactants needed to synthesize it. (3) The reactants are: Cl[C:2]1[CH:7]=[CH:6][C:5]([N+:8]([O-:10])=[O:9])=[CH:4][N:3]=1.[NH2:11][C:12]1[CH:13]=[C:14]([OH:19])[CH:15]=[CH:16][C:17]=1[F:18].C(=O)([O-])[O-].[K+].[K+].O. Given the product [F:18][C:17]1[CH:16]=[CH:15][C:14]([O:19][C:2]2[CH:7]=[CH:6][C:5]([N+:8]([O-:10])=[O:9])=[CH:4][N:3]=2)=[CH:13][C:12]=1[NH2:11], predict the reactants needed to synthesize it. (4) Given the product [CH2:9]([O:16][C:17]1[CH:22]=[CH:21][N:20]([C:23]2[S:24][C:25]([C:29]([NH:8][CH2:7][C:6]3[N:2]([CH3:1])[CH:3]=[N:4][CH:5]=3)=[O:30])=[C:26]([CH3:28])[N:27]=2)[C:19](=[O:32])[CH:18]=1)[C:10]1[CH:15]=[CH:14][CH:13]=[CH:12][CH:11]=1, predict the reactants needed to synthesize it. The reactants are: [CH3:1][N:2]1[C:6]([CH2:7][NH2:8])=[CH:5][N:4]=[CH:3]1.[CH2:9]([O:16][C:17]1[CH:22]=[CH:21][N:20]([C:23]2[S:24][C:25]([C:29](O)=[O:30])=[C:26]([CH3:28])[N:27]=2)[C:19](=[O:32])[CH:18]=1)[C:10]1[CH:15]=[CH:14][CH:13]=[CH:12][CH:11]=1. (5) Given the product [C:1]([O:5][C:6](=[O:22])[NH:7][C:8]1[CH:13]=[CH:12][C:11]([C:14]2[CH:18]=[CH:17][O:16][CH:15]=2)=[CH:10][C:9]=1[NH2:19])([CH3:4])([CH3:2])[CH3:3], predict the reactants needed to synthesize it. The reactants are: [C:1]([O:5][C:6](=[O:22])[NH:7][C:8]1[CH:13]=[CH:12][C:11]([C:14]2[CH:18]=[CH:17][O:16][CH:15]=2)=[CH:10][C:9]=1[N+:19]([O-])=O)([CH3:4])([CH3:3])[CH3:2].